Dataset: NCI-60 drug combinations with 297,098 pairs across 59 cell lines. Task: Regression. Given two drug SMILES strings and cell line genomic features, predict the synergy score measuring deviation from expected non-interaction effect. (1) Drug 1: C1=CN(C(=O)N=C1N)C2C(C(C(O2)CO)O)O.Cl. Drug 2: C(CC(=O)O)C(=O)CN.Cl. Cell line: CAKI-1. Synergy scores: CSS=48.4, Synergy_ZIP=-4.27, Synergy_Bliss=-5.93, Synergy_Loewe=-13.4, Synergy_HSA=-1.31. (2) Drug 1: C1CCC(C1)C(CC#N)N2C=C(C=N2)C3=C4C=CNC4=NC=N3. Drug 2: C1CCC(CC1)NC(=O)N(CCCl)N=O. Cell line: COLO 205. Synergy scores: CSS=13.6, Synergy_ZIP=3.39, Synergy_Bliss=6.98, Synergy_Loewe=-10.8, Synergy_HSA=-0.609. (3) Drug 1: C1=CC(=CC=C1CC(C(=O)O)N)N(CCCl)CCCl.Cl. Drug 2: CC1=C(C(CCC1)(C)C)C=CC(=CC=CC(=CC(=O)O)C)C. Cell line: OVCAR-8. Synergy scores: CSS=7.23, Synergy_ZIP=-4.86, Synergy_Bliss=0.673, Synergy_Loewe=-0.950, Synergy_HSA=-1.35. (4) Drug 1: C1CC(=O)NC(=O)C1N2CC3=C(C2=O)C=CC=C3N. Drug 2: CC(C)NC(=O)C1=CC=C(C=C1)CNNC.Cl. Cell line: 786-0. Synergy scores: CSS=2.88, Synergy_ZIP=-0.212, Synergy_Bliss=3.17, Synergy_Loewe=1.98, Synergy_HSA=2.07. (5) Drug 1: CC1=C(C(=O)C2=C(C1=O)N3CC4C(C3(C2COC(=O)N)OC)N4)N. Drug 2: CC1CCCC2(C(O2)CC(NC(=O)CC(C(C(=O)C(C1O)C)(C)C)O)C(=CC3=CSC(=N3)C)C)C. Cell line: OVCAR-5. Synergy scores: CSS=71.4, Synergy_ZIP=-2.99, Synergy_Bliss=-7.89, Synergy_Loewe=-7.18, Synergy_HSA=-4.16. (6) Drug 1: CC1=C(C=C(C=C1)NC2=NC=CC(=N2)N(C)C3=CC4=NN(C(=C4C=C3)C)C)S(=O)(=O)N.Cl. Drug 2: COC1=C(C=C2C(=C1)N=CN=C2NC3=CC(=C(C=C3)F)Cl)OCCCN4CCOCC4. Cell line: OVCAR3. Synergy scores: CSS=46.0, Synergy_ZIP=9.23, Synergy_Bliss=8.88, Synergy_Loewe=-0.0898, Synergy_HSA=8.92. (7) Drug 1: CN1C(=O)N2C=NC(=C2N=N1)C(=O)N. Drug 2: CC1CC(C(C(C=C(C(C(C=CC=C(C(=O)NC2=CC(=O)C(=C(C1)C2=O)OC)C)OC)OC(=O)N)C)C)O)OC. Cell line: NCIH23. Synergy scores: CSS=44.6, Synergy_ZIP=-8.01, Synergy_Bliss=-14.3, Synergy_Loewe=-16.2, Synergy_HSA=-11.6. (8) Drug 1: C1=C(C(=O)NC(=O)N1)F. Drug 2: C1=NC2=C(N=C(N=C2N1C3C(C(C(O3)CO)O)O)F)N. Cell line: SF-539. Synergy scores: CSS=45.3, Synergy_ZIP=-5.49, Synergy_Bliss=-11.5, Synergy_Loewe=-14.6, Synergy_HSA=-11.4. (9) Drug 1: CC1=C(C=C(C=C1)NC2=NC=CC(=N2)N(C)C3=CC4=NN(C(=C4C=C3)C)C)S(=O)(=O)N.Cl. Drug 2: C1CN(CCN1C(=O)CCBr)C(=O)CCBr. Cell line: CCRF-CEM. Synergy scores: CSS=19.9, Synergy_ZIP=-2.02, Synergy_Bliss=-2.46, Synergy_Loewe=-25.7, Synergy_HSA=-2.33.